Dataset: NCI-60 drug combinations with 297,098 pairs across 59 cell lines. Task: Regression. Given two drug SMILES strings and cell line genomic features, predict the synergy score measuring deviation from expected non-interaction effect. (1) Drug 1: CCN(CC)CCCC(C)NC1=C2C=C(C=CC2=NC3=C1C=CC(=C3)Cl)OC. Drug 2: CC(C)NC(=O)C1=CC=C(C=C1)CNNC.Cl. Cell line: HOP-62. Synergy scores: CSS=34.2, Synergy_ZIP=2.25, Synergy_Bliss=0.406, Synergy_Loewe=-8.86, Synergy_HSA=0.0839. (2) Drug 1: CC1=C(C(=O)C2=C(C1=O)N3CC4C(C3(C2COC(=O)N)OC)N4)N. Drug 2: COCCOC1=C(C=C2C(=C1)C(=NC=N2)NC3=CC=CC(=C3)C#C)OCCOC.Cl. Cell line: MDA-MB-435. Synergy scores: CSS=12.5, Synergy_ZIP=-6.39, Synergy_Bliss=-8.06, Synergy_Loewe=-13.8, Synergy_HSA=-6.48. (3) Drug 1: C1=C(C(=O)NC(=O)N1)F. Drug 2: CC=C1C(=O)NC(C(=O)OC2CC(=O)NC(C(=O)NC(CSSCCC=C2)C(=O)N1)C(C)C)C(C)C. Cell line: PC-3. Synergy scores: CSS=58.9, Synergy_ZIP=4.65, Synergy_Bliss=4.12, Synergy_Loewe=6.43, Synergy_HSA=7.56. (4) Drug 1: CS(=O)(=O)C1=CC(=C(C=C1)C(=O)NC2=CC(=C(C=C2)Cl)C3=CC=CC=N3)Cl. Drug 2: C1=NC(=NC(=O)N1C2C(C(C(O2)CO)O)O)N. Cell line: A498. Synergy scores: CSS=5.99, Synergy_ZIP=-2.46, Synergy_Bliss=0.0820, Synergy_Loewe=-1.45, Synergy_HSA=0.413.